This data is from Clinical trial toxicity outcomes and FDA approval status for drugs. The task is: Regression/Classification. Given a drug SMILES string, predict its toxicity properties. Task type varies by dataset: regression for continuous values (e.g., LD50, hERG inhibition percentage) or binary classification for toxic/non-toxic outcomes (e.g., AMES mutagenicity, cardiotoxicity, hepatotoxicity). Dataset: clintox. (1) The molecule is C[N+]12CCC(CC1)C(OC(=O)C(O)(c1ccccc1)c1ccccc1)C2. The result is 0 (passed clinical trial). (2) The drug is COc1cc2c(cc1OC)[C@@H](Cc1cc(OC)c(OC)c(OC)c1)[N+](C)(CCCOC(=O)CC/C=C/CCC(=O)OCCC[N+]1(C)CCc3cc(OC)c(OC)cc3[C@H]1Cc1cc(OC)c(OC)c(OC)c1)CC2. The result is 0 (passed clinical trial). (3) The drug is OC(Cn1cncn1)(Cn1cncn1)c1ccc(F)cc1F. The result is 0 (passed clinical trial).